From a dataset of Catalyst prediction with 721,799 reactions and 888 catalyst types from USPTO. Predict which catalyst facilitates the given reaction. (1) Reactant: [CH2:1]([O:8][C:9]([N:11]1[CH2:14][CH2:13][C@H:12]1[CH2:15][O:16][C:17]1[CH:18]=[N:19][CH:20]=[C:21](Br)[CH:22]=1)=[O:10])[C:2]1[CH:7]=[CH:6][CH:5]=[CH:4][CH:3]=1.[CH3:24][Sn:25]([CH3:31])([CH3:30])[Sn:25]([CH3:31])([CH3:30])[CH3:24]. Product: [CH2:1]([O:8][C:9]([N:11]1[CH2:14][CH2:13][C@H:12]1[CH2:15][O:16][C:17]1[CH:18]=[N:19][CH:20]=[C:21]([Sn:25]([CH3:31])([CH3:30])[CH3:24])[CH:22]=1)=[O:10])[C:2]1[CH:7]=[CH:6][CH:5]=[CH:4][CH:3]=1. The catalyst class is: 109. (2) Reactant: Cl[C:2]1[N:3]=[N:4][CH:5]=[CH:6][C:7]=1[C:8]1[CH:13]=[CH:12][C:11]([O:14][CH3:15])=[CH:10][CH:9]=1.[CH3:16][N:17](C=O)C. Product: [CH3:15][O:14][C:11]1[CH:12]=[CH:13][C:8]([C:7]2[CH:6]=[CH:5][N:4]=[N:3][C:2]=2[C:16]#[N:17])=[CH:9][CH:10]=1. The catalyst class is: 380. (3) Reactant: [O:1]=[C:2]1[C:7]2[S:8][CH:9]=[CH:10][C:6]=2[C:5]([C:11]#[N:12])=[CH:4][NH:3]1.C(O)(=O)C.CN(C=O)C.[Br:22]N1C(=O)CCC1=O.C(=O)(O)[O-].[Na+]. Product: [Br:22][C:9]1[S:8][C:7]2[C:2](=[O:1])[NH:3][CH:4]=[C:5]([C:11]#[N:12])[C:6]=2[CH:10]=1. The catalyst class is: 6. (4) Reactant: [CH:1]1([C:4]2[N:5]=[CH:6][C:7]([O:10][CH:11]3[C:26](=[O:27])[N:14]4[CH2:15][CH2:16][N:17](C(OC(C)(C)C)=O)[CH2:18][CH:13]4[CH2:12]3)=[N:8][CH:9]=2)[CH2:3][CH2:2]1.Cl.[F:29][C:30]([F:42])([F:41])[C:31]1[CH:32]=[C:33]([S:37](Cl)(=[O:39])=[O:38])[CH:34]=[CH:35][CH:36]=1.C(N(CC)CC)C. Product: [CH:1]1([C:4]2[N:5]=[CH:6][C:7]([O:10][CH:11]3[C:26](=[O:27])[N:14]4[CH2:15][CH2:16][N:17]([S:37]([C:33]5[CH:34]=[CH:35][CH:36]=[C:31]([C:30]([F:42])([F:41])[F:29])[CH:32]=5)(=[O:39])=[O:38])[CH2:18][CH:13]4[CH2:12]3)=[N:8][CH:9]=2)[CH2:3][CH2:2]1. The catalyst class is: 258. (5) Reactant: [CH3:1][S:2]([CH2:4][CH2:5][CH2:6][CH2:7][C:8]1[S:12][C:11]([C:13]2[CH:18]=[CH:17][N:16]=[C:15]([NH:19][CH:20]3[CH2:25][C:24]([CH3:27])([CH3:26])[NH:23][C:22]([CH3:29])([CH3:28])[CH2:21]3)[N:14]=2)=[CH:10][CH:9]=1)=[O:3].[O-]O.S(=O)(O)[O-:33].[Na+].[OH-].[Na+]. The catalyst class is: 137. Product: [CH3:1][S:2]([CH2:4][CH2:5][CH2:6][CH2:7][C:8]1[S:12][C:11]([C:13]2[CH:18]=[CH:17][N:16]=[C:15]([NH:19][CH:20]3[CH2:25][C:24]([CH3:27])([CH3:26])[NH:23][C:22]([CH3:29])([CH3:28])[CH2:21]3)[N:14]=2)=[CH:10][CH:9]=1)(=[O:33])=[O:3]. (6) Product: [O:48]=[C:42]1[CH:41]([N:35]2[C:34](=[O:49])[C:33]3[C:37](=[CH:38][CH:39]=[C:31]([CH2:30][NH:29][C:9]([C:6]4[CH:5]=[CH:4][C:3]([S:2][CH3:1])=[CH:8][N:7]=4)=[O:11])[CH:32]=3)[C:36]2=[O:40])[CH2:46][CH2:45][C:44](=[O:47])[NH:43]1. Reactant: [CH3:1][S:2][C:3]1[CH:4]=[CH:5][C:6]([C:9]([OH:11])=O)=[N:7][CH:8]=1.C1N=CN(C(N2C=NC=C2)=O)C=1.CS(O)(=O)=O.[NH2:29][CH2:30][C:31]1[CH:32]=[C:33]2[C:37](=[CH:38][CH:39]=1)[C:36](=[O:40])[N:35]([CH:41]1[CH2:46][CH2:45][C:44](=[O:47])[NH:43][C:42]1=[O:48])[C:34]2=[O:49].CCOC(C)=O. The catalyst class is: 9. (7) Reactant: [S:1]1[CH:5]=[CH:4][N:3]=[CH:2]1.C([Li])CCC.[CH3:11][S:12][C:13]1[CH:20]=[CH:19][C:16]([CH:17]=[O:18])=[CH:15][CH:14]=1. Product: [S:1]1[CH:5]=[CH:4][N:3]=[C:2]1[CH:17]([C:16]1[CH:19]=[CH:20][C:13]([S:12][CH3:11])=[CH:14][CH:15]=1)[OH:18]. The catalyst class is: 1. (8) Reactant: [CH:1]1([NH:7][C:8](=[O:26])[C:9]([S:12][C:13]2[CH:25]=[CH:24][C:16]([O:17][CH2:18][C:19]([O:21]CC)=[O:20])=[CH:15][CH:14]=2)([CH3:11])[CH3:10])[CH2:6][CH2:5][CH2:4][CH2:3][CH2:2]1.[Li+].[OH-].O. Product: [CH:1]1([NH:7][C:8](=[O:26])[C:9]([S:12][C:13]2[CH:14]=[CH:15][C:16]([O:17][CH2:18][C:19]([OH:21])=[O:20])=[CH:24][CH:25]=2)([CH3:11])[CH3:10])[CH2:2][CH2:3][CH2:4][CH2:5][CH2:6]1. The catalyst class is: 36. (9) Reactant: [Br:1][C:2]1[C:10]2[N:9]=[C:8]([CH3:11])[NH:7][C:6]=2[CH:5]=[C:4]([N:12]2[CH2:17][CH2:16][O:15][CH2:14][CH2:13]2)[CH:3]=1.Br[CH2:19][C:20]1[CH:25]=[CH:24][CH:23]=[C:22]([Cl:26])[CH:21]=1.C(=O)([O-])[O-].[K+].[K+].O. Product: [Br:1][C:2]1[C:10]2[N:9]=[C:8]([CH3:11])[N:7]([CH2:19][C:20]3[CH:25]=[CH:24][CH:23]=[C:22]([Cl:26])[CH:21]=3)[C:6]=2[CH:5]=[C:4]([N:12]2[CH2:17][CH2:16][O:15][CH2:14][CH2:13]2)[CH:3]=1. The catalyst class is: 9. (10) Reactant: [CH3:1][N:2]([CH3:38])[C:3]1[CH:4]=[C:5]2[C:14](=[CH:15][CH:16]=1)[C:13]([C:17]1[C:22]([OH:23])=[CH:21][C:20]([N:24]([CH2:31][CH3:32])[CH2:25][CH2:26][CH2:27][C:28]([O-:30])=[O:29])=[C:19]([O:33][CH3:34])[CH:18]=1)=[C:12]1[C:7](=[CH:8][C:9](=[N+:35]([CH3:37])[CH3:36])[CH:10]=[CH:11]1)[O:6]2.CCN(C(C)C)C(C)C.FC(F)(F)C(O)=O.O[N:56]1[C:60](=[O:61])[CH2:59][CH2:58][C:57]1=[O:62].C(Cl)(Cl)[Cl:64]. Product: [Cl-:64].[CH3:38][N:2]([CH3:1])[C:3]1[CH:4]=[C:5]2[C:14](=[CH:15][CH:16]=1)[C:13]([C:17]1[CH:18]=[C:19]([O:33][CH3:34])[C:20]([N:24]([CH2:25][CH2:26][CH2:27][C:28]([O:30][N:56]3[C:60](=[O:61])[CH2:59][CH2:58][C:57]3=[O:62])=[O:29])[CH2:31][CH3:32])=[CH:21][C:22]=1[OH:23])=[C:12]1[C:7](=[CH:8][C:9](=[N+:35]([CH3:37])[CH3:36])[CH:10]=[CH:11]1)[O:6]2. The catalyst class is: 3.